From a dataset of Catalyst prediction with 721,799 reactions and 888 catalyst types from USPTO. Predict which catalyst facilitates the given reaction. (1) Reactant: [CH:1]1([CH2:4][CH:5]([C:7]2[N:11]([CH3:12])[C:10]([S:13][CH2:14][CH:15]3[CH2:17][CH2:16]3)=[N:9][N:8]=2)[NH2:6])[CH2:3][CH2:2]1.[Cl:18][C:19]1[CH:27]=[C:26]([Cl:28])[CH:25]=[CH:24][C:20]=1[C:21](Cl)=[O:22].C(N(CC)CC)C. Product: [Cl:18][C:19]1[CH:27]=[C:26]([Cl:28])[CH:25]=[CH:24][C:20]=1[C:21]([NH:6][CH:5]([C:7]1[N:11]([CH3:12])[C:10]([S:13][CH2:14][CH:15]2[CH2:17][CH2:16]2)=[N:9][N:8]=1)[CH2:4][CH:1]1[CH2:2][CH2:3]1)=[O:22]. The catalyst class is: 4. (2) Reactant: [CH:1]1([N:4]([CH2:18][C:19]2[O:20][CH:21]=[C:22]([C:24]([OH:26])=O)[N:23]=2)[S:5]([C:8]2[C:13]([CH3:14])=[CH:12][C:11]([O:15][CH3:16])=[CH:10][C:9]=2[CH3:17])(=[O:7])=[O:6])[CH2:3][CH2:2]1.CCN=C=NCCCN(C)C.C1C=C2N=NN(O)C2=CC=1.O.CCN(C(C)C)C(C)C.[N:58]1[CH:63]=[CH:62][CH:61]=[C:60]([N:64]2[CH2:69][CH2:68][NH:67][CH2:66][CH2:65]2)[CH:59]=1. Product: [CH:1]1([N:4]([CH2:18][C:19]2[O:20][CH:21]=[C:22]([C:24]([N:67]3[CH2:68][CH2:69][N:64]([C:60]4[CH:59]=[N:58][CH:63]=[CH:62][CH:61]=4)[CH2:65][CH2:66]3)=[O:26])[N:23]=2)[S:5]([C:8]2[C:13]([CH3:14])=[CH:12][C:11]([O:15][CH3:16])=[CH:10][C:9]=2[CH3:17])(=[O:6])=[O:7])[CH2:2][CH2:3]1. The catalyst class is: 3. (3) Reactant: [Cl-].O[NH3+:3].[C:4](=[O:7])([O-])[OH:5].[Na+].CS(C)=O.[CH3:13][C:14]1[N:15]([C:39]2[CH:44]=[CH:43][C:42]([O:45][C:46]3[CH:51]=[CH:50][CH:49]=[CH:48][CH:47]=3)=[CH:41][CH:40]=2)[C:16](=[O:38])[C:17]([CH2:23][C:24]2[CH:29]=[CH:28][C:27]([C:30]3[C:31]([C:36]#[N:37])=[CH:32][CH:33]=[CH:34][CH:35]=3)=[CH:26][CH:25]=2)=[C:18]([CH2:20][CH2:21][CH3:22])[N:19]=1. Product: [CH3:13][C:14]1[N:15]([C:39]2[CH:40]=[CH:41][C:42]([O:45][C:46]3[CH:51]=[CH:50][CH:49]=[CH:48][CH:47]=3)=[CH:43][CH:44]=2)[C:16](=[O:38])[C:17]([CH2:23][C:24]2[CH:25]=[CH:26][C:27]([C:30]3[CH:35]=[CH:34][CH:33]=[CH:32][C:31]=3[C:36]3[NH:3][C:4](=[O:7])[O:5][N:37]=3)=[CH:28][CH:29]=2)=[C:18]([CH2:20][CH2:21][CH3:22])[N:19]=1. The catalyst class is: 69.